Dataset: Forward reaction prediction with 1.9M reactions from USPTO patents (1976-2016). Task: Predict the product of the given reaction. (1) Given the reactants [S:1]1[CH:5]=[CH:4][CH:3]=[C:2]1[SH:6].C(=O)([O-])[O-].[K+].[K+].F[C:14]1[CH:21]=[CH:20][CH:19]=[CH:18][C:15]=1[CH:16]=[O:17], predict the reaction product. The product is: [S:1]1[CH:5]=[CH:4][CH:3]=[C:2]1[S:6][C:14]1[CH:21]=[CH:20][CH:19]=[CH:18][C:15]=1[CH:16]=[O:17]. (2) Given the reactants C(O)(=O)C.[C:5]1([CH3:20])[CH:10]=[C:9]([CH3:11])[CH:8]=[C:7]([CH3:12])[C:6]=1[C:13]1[C:14]([CH3:19])=[N:15][NH:16][C:17]=1[NH2:18].[C:21]([CH:24]([C:30](OCC)=[O:31])[C:25]([O:27][CH2:28][CH3:29])=[O:26])(=O)[CH3:22], predict the reaction product. The product is: [C:5]1([CH3:20])[CH:10]=[C:9]([CH3:11])[CH:8]=[C:7]([CH3:12])[C:6]=1[C:13]1[C:14]([CH3:19])=[N:15][N:16]2[C:30](=[O:31])[C:24]([C:25]([O:27][CH2:28][CH3:29])=[O:26])=[C:21]([CH3:22])[NH:18][C:17]=12. (3) Given the reactants [C:1]([O:5][C:6]([N:8]1[CH2:13][CH2:12][O:11][CH:10]([C:14]2[CH:19]=[CH:18][C:17]([N+:20]([O-])=O)=[CH:16][CH:15]=2)[CH2:9]1)=[O:7])([CH3:4])([CH3:3])[CH3:2], predict the reaction product. The product is: [C:1]([O:5][C:6]([N:8]1[CH2:13][CH2:12][O:11][CH:10]([C:14]2[CH:15]=[CH:16][C:17]([NH2:20])=[CH:18][CH:19]=2)[CH2:9]1)=[O:7])([CH3:4])([CH3:2])[CH3:3]. (4) Given the reactants C(O[C:6](=O)[N:7]([CH2:9][C:10]1[CH:14]=[C:13]([C:15]2[CH:20]=[C:19]([O:21][CH3:22])[CH:18]=[CH:17][C:16]=2[F:23])[N:12]([S:24]([C:27]2[CH:28]=[N:29][CH:30]=[CH:31][CH:32]=2)(=[O:26])=[O:25])[CH:11]=1)C)(C)(C)C.[C:34]([O:37]CC)(=[O:36])[CH3:35].Cl.C([OH:43])C, predict the reaction product. The product is: [C:19]([OH:21])(=[O:43])/[CH:20]=[CH:35]/[C:34]([OH:37])=[O:36].[F:23][C:16]1[CH:17]=[CH:18][C:19]([O:21][CH3:22])=[CH:20][C:15]=1[C:13]1[N:12]([S:24]([C:27]2[CH:28]=[N:29][CH:30]=[CH:31][CH:32]=2)(=[O:26])=[O:25])[CH:11]=[C:10]([CH2:9][NH:7][CH3:6])[CH:14]=1.